This data is from NCI-60 drug combinations with 297,098 pairs across 59 cell lines. The task is: Regression. Given two drug SMILES strings and cell line genomic features, predict the synergy score measuring deviation from expected non-interaction effect. (1) Drug 1: CS(=O)(=O)C1=CC(=C(C=C1)C(=O)NC2=CC(=C(C=C2)Cl)C3=CC=CC=N3)Cl. Drug 2: CN(C(=O)NC(C=O)C(C(C(CO)O)O)O)N=O. Cell line: SNB-19. Synergy scores: CSS=-0.266, Synergy_ZIP=-0.918, Synergy_Bliss=-4.65, Synergy_Loewe=-5.15, Synergy_HSA=-4.82. (2) Drug 1: C1=CN(C=N1)CC(O)(P(=O)(O)O)P(=O)(O)O. Drug 2: C1CN(P(=O)(OC1)NCCCl)CCCl. Cell line: ACHN. Synergy scores: CSS=-6.67, Synergy_ZIP=3.54, Synergy_Bliss=1.70, Synergy_Loewe=-4.35, Synergy_HSA=-3.86. (3) Drug 1: C1C(C(OC1N2C=NC3=C(N=C(N=C32)Cl)N)CO)O. Drug 2: CC1=C(C(=CC=C1)Cl)NC(=O)C2=CN=C(S2)NC3=CC(=NC(=N3)C)N4CCN(CC4)CCO. Cell line: T-47D. Synergy scores: CSS=15.9, Synergy_ZIP=-0.278, Synergy_Bliss=9.92, Synergy_Loewe=0.915, Synergy_HSA=1.27. (4) Drug 1: CN1C(=O)N2C=NC(=C2N=N1)C(=O)N. Drug 2: C#CCC(CC1=CN=C2C(=N1)C(=NC(=N2)N)N)C3=CC=C(C=C3)C(=O)NC(CCC(=O)O)C(=O)O. Cell line: ACHN. Synergy scores: CSS=58.4, Synergy_ZIP=0.987, Synergy_Bliss=-2.27, Synergy_Loewe=-29.0, Synergy_HSA=-1.83. (5) Drug 1: COC1=C(C=C2C(=C1)N=CN=C2NC3=CC(=C(C=C3)F)Cl)OCCCN4CCOCC4. Drug 2: C1=C(C(=O)NC(=O)N1)N(CCCl)CCCl. Cell line: SF-539. Synergy scores: CSS=48.4, Synergy_ZIP=-7.35, Synergy_Bliss=2.01, Synergy_Loewe=-0.448, Synergy_HSA=4.29. (6) Drug 1: C(=O)(N)NO. Drug 2: C(CC(=O)O)C(=O)CN.Cl. Cell line: SNB-75. Synergy scores: CSS=1.62, Synergy_ZIP=-1.23, Synergy_Bliss=-1.22, Synergy_Loewe=-0.0116, Synergy_HSA=-0.950. (7) Drug 1: COC1=C(C=C2C(=C1)N=CN=C2NC3=CC(=C(C=C3)F)Cl)OCCCN4CCOCC4. Drug 2: CCC1=CC2CC(C3=C(CN(C2)C1)C4=CC=CC=C4N3)(C5=C(C=C6C(=C5)C78CCN9C7C(C=CC9)(C(C(C8N6C)(C(=O)OC)O)OC(=O)C)CC)OC)C(=O)OC.C(C(C(=O)O)O)(C(=O)O)O. Cell line: NCI/ADR-RES. Synergy scores: CSS=23.0, Synergy_ZIP=-5.89, Synergy_Bliss=2.11, Synergy_Loewe=2.65, Synergy_HSA=3.80.